Dataset: Peptide-MHC class II binding affinity with 134,281 pairs from IEDB. Task: Regression. Given a peptide amino acid sequence and an MHC pseudo amino acid sequence, predict their binding affinity value. This is MHC class II binding data. (1) The peptide sequence is APEKKYTVFETALKK. The MHC is HLA-DQA10501-DQB10201 with pseudo-sequence HLA-DQA10501-DQB10201. The binding affinity (normalized) is 0.0899. (2) The peptide sequence is AEMETESWIVDRQWA. The MHC is DRB1_0801 with pseudo-sequence DRB1_0801. The binding affinity (normalized) is 0. (3) The peptide sequence is ICEPTAAAIAYGLDR. The MHC is HLA-DQA10401-DQB10402 with pseudo-sequence HLA-DQA10401-DQB10402. The binding affinity (normalized) is 0.650. (4) The peptide sequence is AAATAGTTVYGAPAA. The MHC is HLA-DPA10103-DPB10601 with pseudo-sequence HLA-DPA10103-DPB10601. The binding affinity (normalized) is 0. (5) The peptide sequence is DTEVHNVWATQACVPTDPNP. The MHC is DRB4_0101 with pseudo-sequence DRB4_0103. The binding affinity (normalized) is 0.205.